From a dataset of Experimentally validated miRNA-target interactions with 360,000+ pairs, plus equal number of negative samples. Binary Classification. Given a miRNA mature sequence and a target amino acid sequence, predict their likelihood of interaction. (1) The miRNA is hsa-miR-1234-3p with sequence UCGGCCUGACCACCCACCCCAC. The protein sequence of the target gene is MPLLPSTVGLAGLLFWAGQAVNALIMPNATPAPAQPESTAMRLLSGLEVPRYRRKRHISVRDMNALLDYHNHIRASVYPPAANMEYMVWDKRLARAAEAWATQCIWAHGPSQLMRYVGQNLSIHSGQYRSVVDLMKSWSEEKWHYLFPAPRDCNPHCPWRCDGPTCSHYTQMVWASSNRLGCAIHTCSSISVWGNTWHRAAYLVCNYAIKGNWIGESPYKMGKPCSSCPPSYQGSCNSNMCFKGLKSNKFTWF. Result: 0 (no interaction). (2) The miRNA is hsa-miR-26b-5p with sequence UUCAAGUAAUUCAGGAUAGGU. The protein sequence of the target gene is MCTALSPKVRSGPGLSDMHQYSQWLASRHEANLLPMKEDLALWLTNLLGKEITAETFMEKLDNGALLCQLAETMQEKFKESMDANKPTKNLPLKKIPCKTSAPSGSFFARDNTANFLSWCRDLGVDETCLFESEGLVLHKQPREVCLCLLELGRIAARYGVEPPGLIKLEKEIEQEETLSAPSPSPSPSSKSSGKKSTGNLLDDAVKRISEDPPCKCPNKFCVERLSQGRYRVGEKILFIRMLHNKHVMVRVGGGWETFAGYLLKHDPCRMLQISRVDGKTSPIQSKSPTLKDMNPDNYL.... Result: 1 (interaction). (3) The miRNA is mmu-miR-206-3p with sequence UGGAAUGUAAGGAAGUGUGUGG. The protein sequence of the target gene is MATMVPSVLWPRACWTLLVCCLLTPGVQGQEFLLRVEPQNPVLSAGGSLFVNCSTDCPSSEKIALETSLSKELVASGMGWAAFNLSNVTGNSRILCSVYCNGSQITGSSNITVYRLPERVELAPLPPWQPVGQNFTLRCQVEDGSPRTSLTVVLLRWEEELSRQPAVEEPAEVTATVLASRDDHGAPFSCRTELDMQPQGLGLFVNTSAPRQLRTFVLPVTPPRLVAPRFLEVETSWPVDCTLDGLFPASEAQVYLALGDQMLNATVMNHGDTLTATATATARADQEGAREIVCNVTLGG.... Result: 0 (no interaction). (4) The miRNA is hsa-miR-4525 with sequence GGGGGGAUGUGCAUGCUGGUU. The protein sequence of the target gene is MIEVVCNDRLGKKVRVKCNTDDTIGDLKKLIAAQTGTRWNKIVLKKWYTIFKDHVSLGDYEIHDGMNLELYYQ. Result: 1 (interaction). (5) The miRNA is ath-miR837-3p with sequence AAACGAACAAAAAACUGAUGG. The protein sequence of the target gene is MSAPGSPDQAYDFLLKFLLVGDRDVGKSEILESLQDGAAESPYSHLGGIDYKTTTILLDGQRVKLKLWDTSGQGRFCTIFRSYSRGAQGVILVYDIANRWSFEGMDRWIKKIEEHAPGVPKILVGNRLHLAFKRQVPREQAQAYAERLGVTFFEVSPLCNFNIIESFTELARIVLLRHRMNWLGRPSKVLSLQDLCCRTIVSCTPVHLVDKLPLPSTLRSHLKSFSMAKGLNARMMRGLSYSLTTSSTHKSSLCKVEIVCPPQSPPKNCTRNSCKIS. Result: 0 (no interaction). (6) The miRNA is hsa-miR-1202 with sequence GUGCCAGCUGCAGUGGGGGAG. The protein sequence of the target gene is MDGVAEFSEYVSETVDVPSPFDLLEPPTSGGFLKLSKPCCYIFPGGRGDSALFAVNGFNILVDGGSDRKSCFWKLVRHLDRIDSVLLTHIGADNLPGINGLLQRKVAELEEEQSQGSSSYSDWVKNLISPELGVVFFNVPDKLRLPDASRKAKRSIEEACLTLQHLNRLGIQAEPLYRVVSNTIEPLTLFHKMGVGRLDMYVLNPVKDSKEMQFLMQKWAGNSKAKTGIVLANGKEAEISVPYLTSITALVVWLPANPTEKIVRVLFPGNAPQNKILEGLEKLRHLDFLRYPVATQKDLA.... Result: 0 (no interaction). (7) The miRNA is hsa-miR-3194-5p with sequence GGCCAGCCACCAGGAGGGCUG. The protein sequence of the target gene is MAGRPEKCFSLIRFTLLCLKMVISSKTAPEIPTIDQAYSKISNSITVEWTTVPGATSYLLTAEDGNTIIETTVANSPGTVTGLKAATLYQITIRSISASGQSQASSPKQAKTVLAAPVLEVSSPSPDSILVSWDAVYMAIGFSVSVMRANGLGRIWKENTTNTSLTFSSLDAGTLYTIKAYAWNANGIPGDDSTRNQRTSPRAPANIQVFFDSGALKASVSWTPTEGAFNYTVVASSDSSQRSCSTTLSSCSISSLQCGTEYLISVSANNDAGSSKSCSAPTLKTVACAPGRVMIQEEPP.... Result: 0 (no interaction). (8) The miRNA is mmu-miR-466c-3p with sequence AUACAUACACGCACACAUAAGA. The protein sequence of the target gene is MASGRDERPPWRLGRLRLLPPPPLLLLLLLLRSSAQAAHIKKAEATTTTVGGSEAAEGQFDHYYHEAALGEALEAAAAAGPPGLARLFSIGSSVEGRPLWVLRLTAGLGPPPTAAAGLDAAGPLLPGRPQVKLVGNMHGDETVSRQVLVYLARELASGYRRGDPRLVRLLNTTDVYLLPSLNPDGFERAREGDCGLGDSGPPGTSGRDNSRGRDLNRSFPDQFSTGEPPSLDEVPEVRALIDWIRRNKFVLSGNLHGGSVVASYPFDDSPEHKTTGLYSKTSDDEVFRYLAKAYASNHPI.... Result: 1 (interaction). (9) The miRNA is rno-miR-222-3p with sequence AGCUACAUCUGGCUACUGGGU. Result: 0 (no interaction). The protein sequence of the target gene is MKKQKKILWKKGIHLAFSEKWNAGFGSFKKFYFPQNLCFLKAKLGRPVAWHRQVKHFQCNKGLHIQKTWIQDVPFCSKTKSGLATQNVSTLYPKVKRKDSKHFISSSRSLLKLQADKLLSSAKSLDHKYCREKSLLKAAPGLSANTVLGRANGHEPTTDPQASDFPMKFSGESQSPGDSGKTVVLNKHRKRVCHGCYQGLEHHRNRRPLIPKQFQLNQHRRVRASLMMYEKLSMIRFRYRIFRSQHFRTKSRVCKLRKAQRSWVQKVTGDHQENLRDNNTEGDNCNPVPSLEPKDPCRCQ.... (10) The miRNA is hsa-miR-545-5p with sequence UCAGUAAAUGUUUAUUAGAUGA. The protein sequence of the target gene is MFSKFTSILQHAVEALAPSLPLQEDFVYHWKAITHYYIETSDDKAPVTDTNIPSHLEQMLDILVQEENERESGETGPCMEYLLHHKILETLYTLGKADCPPGMKQQVLVFYTKLLGRIRQPLLPHINVHRPVQKLIRLCGEVLATPTENEEIQFLCIVCAKLKQDPYLVNFFLENKMKSLASKGVPNVISEDTLKGQDSLSTDTGQSRQPEELSGATGMEQTELEDEPPHQMDHLSTSLDNLSVTSLPEASVVCPNQDYNLVNSLLNLTRSPDGRIAVKACEGLMLLVSLPEPAAAKCLT.... Result: 1 (interaction).